Task: Predict the reaction yield, written as a fraction of the theoretical maximum amount of product (1.0 means a 100% yield; for example, 0.34 means a 34% yield).. Dataset: Reaction yield outcomes from USPTO patents with 853,638 reactions The reactants are [C:1]([CH2:3][N:4]1[C:12]2[CH2:11][CH2:10][CH2:9][CH2:8][C:7]=2[CH:6]=[C:5]1[C:13]([O:15][CH2:16][CH3:17])=[O:14])#[N:2].Cl.C(OCC)(=O)C. The catalyst is [Pd].C(O)C. The product is [NH2:2][CH2:1][CH2:3][N:4]1[C:12]2[CH2:11][CH2:10][CH2:9][CH2:8][C:7]=2[CH:6]=[C:5]1[C:13]([O:15][CH2:16][CH3:17])=[O:14]. The yield is 0.710.